This data is from Full USPTO retrosynthesis dataset with 1.9M reactions from patents (1976-2016). The task is: Predict the reactants needed to synthesize the given product. (1) Given the product [CH:16]([C:7]1[C:2]([CH3:1])=[CH:3][C:4]([NH:9][S:10]([CH2:13][CH2:14][CH3:15])(=[O:12])=[O:11])=[CH:5][C:6]=1[CH3:8])=[O:17], predict the reactants needed to synthesize it. The reactants are: [CH3:1][C:2]1[CH:3]=[C:4]([NH:9][S:10]([CH2:13][CH2:14][CH3:15])(=[O:12])=[O:11])[CH:5]=[C:6]([CH3:8])[CH:7]=1.[CH3:16][O:17]C(Cl)Cl. (2) Given the product [NH:1]1[C:2]2[CH2:7][CH2:6][CH2:5][C:4](=[O:8])[C:3]=2[CH:11]=[CH:10][C:9]1=[O:12], predict the reactants needed to synthesize it. The reactants are: [NH2:1][C:2]1[CH2:7][CH2:6][CH2:5][C:4](=[O:8])[CH:3]=1.[C:9](OC)(=[O:12])[CH2:10][CH3:11].ClCCl. (3) The reactants are: [CH3:1][O-:2].[Na+].Cl[C:5]1[N:6]=[N:7][C:8]([C:11]2[CH:16]=[CH:15][N:14]=[CH:13][CH:12]=2)=[CH:9][CH:10]=1. Given the product [CH3:1][O:2][C:5]1[N:6]=[N:7][C:8]([C:11]2[CH:16]=[CH:15][N:14]=[CH:13][CH:12]=2)=[CH:9][CH:10]=1, predict the reactants needed to synthesize it. (4) The reactants are: [CH3:1][O:2][C:3]1[CH:8]=[CH:7][CH:6]=[CH:5][C:4]=1[C:9]1[O:10][C:11]([C:17]([F:20])([F:19])[F:18])=[C:12]([C:14]([OH:16])=O)[N:13]=1.[CH3:21][O:22][CH2:23][CH2:24][N:25]([CH3:33])[C:26]1[N:31]=[CH:30][C:29]([NH2:32])=[CH:28][N:27]=1. Given the product [CH3:21][O:22][CH2:23][CH2:24][N:25]([CH3:33])[C:26]1[N:27]=[CH:28][C:29]([NH:32][C:14]([C:12]2[N:13]=[C:9]([C:4]3[CH:5]=[CH:6][CH:7]=[CH:8][C:3]=3[O:2][CH3:1])[O:10][C:11]=2[C:17]([F:20])([F:19])[F:18])=[O:16])=[CH:30][N:31]=1, predict the reactants needed to synthesize it. (5) Given the product [F:47][C:29]1[CH:28]=[C:27]([C:2]2[CH:3]=[C:4]([NH:10][C:11]3[CH:20]=[C:14]4[CH2:15][N:16]([CH3:19])[CH2:17][CH2:18][N:13]4[N:12]=3)[C:5](=[O:9])[N:6]([CH3:8])[CH:7]=2)[C:26]([CH2:25][O:24][C:21](=[O:23])[CH3:22])=[C:31]([N:32]2[CH2:43][CH2:42][N:41]3[C:34](=[CH:35][C:36]4[CH2:37][C:38]([CH3:44])([CH3:45])[CH2:39][C:40]=43)[C:33]2=[O:46])[CH:30]=1, predict the reactants needed to synthesize it. The reactants are: Br[C:2]1[CH:3]=[C:4]([NH:10][C:11]2[CH:20]=[C:14]3[CH2:15][N:16]([CH3:19])[CH2:17][CH2:18][N:13]3[N:12]=2)[C:5](=[O:9])[N:6]([CH3:8])[CH:7]=1.[C:21]([O:24][CH2:25][C:26]1[C:31]([N:32]2[CH2:43][CH2:42][N:41]3[C:34](=[CH:35][C:36]4[CH2:37][C:38]([CH3:45])([CH3:44])[CH2:39][C:40]=43)[C:33]2=[O:46])=[CH:30][C:29]([F:47])=[CH:28][C:27]=1B1OC(C)(C)C(C)(C)O1)(=[O:23])[CH3:22].COCCOC.C(=O)([O-])[O-].[Na+].[Na+]. (6) Given the product [C:1]([NH:4][CH:5]1[CH2:10][CH2:9][N:8]([CH2:13][CH2:12][C:11]([O:15][CH2:16][C:17]2[CH:22]=[CH:21][CH:20]=[CH:19][CH:18]=2)=[O:14])[CH2:7][CH2:6]1)(=[O:3])[CH3:2], predict the reactants needed to synthesize it. The reactants are: [C:1]([NH:4][CH:5]1[CH2:10][CH2:9][NH:8][CH2:7][CH2:6]1)(=[O:3])[CH3:2].[C:11]([O:15][CH2:16][C:17]1[CH:22]=[CH:21][CH:20]=[CH:19][CH:18]=1)(=[O:14])[CH:12]=[CH2:13]. (7) Given the product [CH2:1]([N:8]1[CH2:13][CH2:12][C:11](=[O:14])[CH:10]([CH2:15][CH:16]([CH3:19])[CH3:17])[CH2:9]1)[C:2]1[CH:3]=[CH:4][CH:5]=[CH:6][CH:7]=1, predict the reactants needed to synthesize it. The reactants are: [CH2:1]([N:8]1[CH2:13][CH2:12][C:11](=[O:14])[CH2:10][CH2:9]1)[C:2]1[CH:7]=[CH:6][CH:5]=[CH:4][CH:3]=1.[CH3:15][C:16]([CH3:19])([O-])[CH3:17].[K+].C(I)C(C)C.